Task: Predict the product of the given reaction.. Dataset: Forward reaction prediction with 1.9M reactions from USPTO patents (1976-2016) (1) The product is: [CH3:1][O:2][C:3]1[CH:4]=[CH:5][C:6]([CH:9]([C:16]2[CH:21]=[CH:20][CH:19]=[CH:18][CH:17]=2)[N:10]2[CH2:11][CH2:12][N:13]([C:23]3[CH:24]=[CH:25][C:26]4[N:27]([C:29]([C:32]([F:33])([F:35])[F:34])=[N:30][N:31]=4)[N:28]=3)[CH2:14][CH2:15]2)=[CH:7][CH:8]=1. Given the reactants [CH3:1][O:2][C:3]1[CH:8]=[CH:7][C:6]([CH:9]([C:16]2[CH:21]=[CH:20][CH:19]=[CH:18][CH:17]=2)[N:10]2[CH2:15][CH2:14][NH:13][CH2:12][CH2:11]2)=[CH:5][CH:4]=1.Cl[C:23]1[CH:24]=[CH:25][C:26]2[N:27]([C:29]([C:32]([F:35])([F:34])[F:33])=[N:30][N:31]=2)[N:28]=1, predict the reaction product. (2) Given the reactants [O:1]=[S:2]1(=[O:21])[CH2:7][CH2:6][N:5]2[CH:8]3[CH2:13][CH2:12][C:11]([C:14]4[CH:19]=[CH:18][C:17]([OH:20])=[CH:16][CH:15]=4)([C:4]2=[N:3]1)[CH2:10][CH2:9]3.N1C=CC=CC=1.C(=O)([O-])[O-].[Cs+].[Cs+].[Cl:34][C:35]1[CH:40]=[CH:39][C:38](B(O)O)=[CH:37][CH:36]=1, predict the reaction product. The product is: [Cl:34][C:35]1[CH:40]=[CH:39][C:38]([O:20][C:17]2[CH:16]=[CH:15][C:14]([C:11]34[CH2:12][CH2:13][CH:8]([N:5]5[CH2:6][CH2:7][S:2](=[O:1])(=[O:21])[N:3]=[C:4]53)[CH2:9][CH2:10]4)=[CH:19][CH:18]=2)=[CH:37][CH:36]=1. (3) Given the reactants [OH:1][CH2:2][CH2:3][N:4]([CH3:16])[C:5]1[N:10]=[CH:9][C:8]([CH:11]([CH3:15])[C:12]([OH:14])=O)=[CH:7][CH:6]=1.CCN(C(C)C)C(C)C.ON1C2C=CC=CC=2N=N1.CN(C(ON1N=NC2C=CC=CC1=2)=[N+](C)C)C.[B-](F)(F)(F)F.[CH3:58][CH:59]1[CH2:64][CH2:63][N:62]([C:65]2[C:70]([CH2:71][NH2:72])=[CH:69][CH:68]=[C:67]([C:73]([F:76])([F:75])[F:74])[N:66]=2)[CH2:61][CH2:60]1, predict the reaction product. The product is: [OH:1][CH2:2][CH2:3][N:4]([CH3:16])[C:5]1[N:10]=[CH:9][C:8]([CH:11]([CH3:15])[C:12]([NH:72][CH2:71][C:70]2[C:65]([N:62]3[CH2:63][CH2:64][CH:59]([CH3:58])[CH2:60][CH2:61]3)=[N:66][C:67]([C:73]([F:76])([F:74])[F:75])=[CH:68][CH:69]=2)=[O:14])=[CH:7][CH:6]=1.